Dataset: Reaction yield outcomes from USPTO patents with 853,638 reactions. Task: Predict the reaction yield, written as a fraction of the theoretical maximum amount of product (1.0 means a 100% yield; for example, 0.34 means a 34% yield). (1) The reactants are [CH3:1][N:2]([CH3:32])[C:3]([C:5]1[N:26]([CH:27]2[CH2:31][CH2:30][CH2:29][CH2:28]2)[C:8]2[N:9]=[C:10]([NH:13][C:14]3[CH:19]=[CH:18][C:17]([N:20]4[CH2:25][CH2:24][NH:23][CH2:22][CH2:21]4)=[CH:16][N:15]=3)[N:11]=[CH:12][C:7]=2[CH:6]=1)=[O:4].Br[CH2:34][CH:35]([CH3:38])[CH2:36][CH3:37]. No catalyst specified. The product is [CH3:1][N:2]([CH3:32])[C:3]([C:5]1[N:26]([CH:27]2[CH2:31][CH2:30][CH2:29][CH2:28]2)[C:8]2[N:9]=[C:10]([NH:13][C:14]3[CH:19]=[CH:18][C:17]([N:20]4[CH2:21][CH2:22][N:23]([CH2:34][CH:35]([CH3:38])[CH2:36][CH3:37])[CH2:24][CH2:25]4)=[CH:16][N:15]=3)[N:11]=[CH:12][C:7]=2[CH:6]=1)=[O:4]. The yield is 0.420. (2) The reactants are [CH3:1][O:2][C:3]1[C:8](/[CH:9]=[CH:10]/[C:11]2[CH:16]=[CH:15][C:14]([N:17]3[CH2:22][CH2:21][N:20]([C:23]([O:25][C:26]([CH3:29])([CH3:28])[CH3:27])=[O:24])[CH2:19][CH2:18]3)=[CH:13][CH:12]=2)=[CH:7][C:6](B2OC(C)(C)C(C)(C)O2)=[CH:5][N:4]=1.Cl[C:40]1[CH:45]=[CH:44][N:43]=[C:42]([NH:46][CH3:47])[N:41]=1.C(=O)([O-])[O-].[K+].[K+]. The catalyst is C1(C)C=CC=CC=1.C(O)C.C1(P(C2C=CC=CC=2)C2C=CC=CC=2)C=CC=CC=1.C1(P(C2C=CC=CC=2)C2C=CC=CC=2)C=CC=CC=1.C1(P(C2C=CC=CC=2)C2C=CC=CC=2)C=CC=CC=1.C1(P(C2C=CC=CC=2)C2C=CC=CC=2)C=CC=CC=1.[Pd]. The product is [CH3:1][O:2][C:3]1[C:8](/[CH:9]=[CH:10]/[C:11]2[CH:12]=[CH:13][C:14]([N:17]3[CH2:22][CH2:21][N:20]([C:23]([O:25][C:26]([CH3:27])([CH3:29])[CH3:28])=[O:24])[CH2:19][CH2:18]3)=[CH:15][CH:16]=2)=[CH:7][C:6]([C:40]2[CH:45]=[CH:44][N:43]=[C:42]([NH:46][CH3:47])[N:41]=2)=[CH:5][N:4]=1. The yield is 0.910. (3) The reactants are [C:1]([O:4][CH2:5][C:6]1[N:7]=[C:8]([NH:11][C:12](=[O:14])[CH3:13])[S:9][CH:10]=1)(=[O:3])[CH3:2].[Br:15]Br.C(OCC1N=C(NC(=O)C)SC=1)(=O)C.CC(O)=O. The catalyst is CC(O)=O. The product is [C:1]([O:4][CH2:5][C:6]1[N:7]=[C:8]([NH:11][C:12](=[O:14])[CH3:13])[S:9][C:10]=1[Br:15])(=[O:3])[CH3:2]. The yield is 0.800.